This data is from Reaction yield outcomes from USPTO patents with 853,638 reactions. The task is: Predict the reaction yield, written as a fraction of the theoretical maximum amount of product (1.0 means a 100% yield; for example, 0.34 means a 34% yield). (1) The reactants are [OH:1][CH2:2][C:3]1[CH:4]=[C:5]([CH2:11][OH:12])[CH:6]=[CH:7][C:8]=1[CH2:9][OH:10].CO[C:15](OC)([CH3:17])[CH3:16]. The catalyst is C1(C)C=CC(S(O)(=O)=O)=CC=1. The product is [CH3:16][C:15]1([CH3:17])[O:1][CH2:2][C:3]2[CH:4]=[C:5]([CH2:11][OH:12])[CH:6]=[CH:7][C:8]=2[CH2:9][O:10]1. The yield is 0.960. (2) The reactants are [CH2:1]([N:8]([C:10]1([C:13]2[CH:18]=[CH:17][C:16]([C:19]#[CH:20])=[CH:15][CH:14]=2)[CH2:12][CH2:11]1)[CH3:9])[C:2]1[CH:7]=[CH:6][CH:5]=[CH:4][CH:3]=1.[CH2:21]([O:23][C:24](=[O:32])[C:25]1[CH:30]=[CH:29][C:28](I)=[CH:27][CH:26]=1)[CH3:22]. The catalyst is C(N(CC)CC)C.Cl[Pd](Cl)([P](C1C=CC=CC=1)(C1C=CC=CC=1)C1C=CC=CC=1)[P](C1C=CC=CC=1)(C1C=CC=CC=1)C1C=CC=CC=1. The product is [CH2:1]([N:8]([CH3:9])[C:10]1([C:13]2[CH:14]=[CH:15][C:16]([C:19]#[C:20][C:28]3[CH:29]=[CH:30][C:25]([C:24]([O:23][CH2:21][CH3:22])=[O:32])=[CH:26][CH:27]=3)=[CH:17][CH:18]=2)[CH2:12][CH2:11]1)[C:2]1[CH:3]=[CH:4][CH:5]=[CH:6][CH:7]=1. The yield is 0.750. (3) The reactants are [H-].[Na+].[Cl:3][C:4]1[NH:8][C:7]2[CH:9]=[CH:10][CH:11]=[CH:12][C:6]=2[N:5]=1.Cl[CH2:14][O:15][CH2:16][CH2:17][Si:18]([CH3:21])([CH3:20])[CH3:19]. The catalyst is CN(C=O)C. The product is [Cl:3][C:4]1[N:8]([CH2:14][O:15][CH2:16][CH2:17][Si:18]([CH3:21])([CH3:20])[CH3:19])[C:7]2[CH:9]=[CH:10][CH:11]=[CH:12][C:6]=2[N:5]=1. The yield is 0.800. (4) The reactants are [Br:1][C:2]1[CH:7]=[C:6]([CH:8]([OH:13])[C:9]([F:12])([F:11])[F:10])[CH:5]=[CH:4][N:3]=1.C(N(CC)CC)C.FC(F)(F)S(O[Si:27]([C:30]([CH3:33])([CH3:32])[CH3:31])([CH3:29])[CH3:28])(=O)=O.O. The catalyst is ClCCl. The product is [Br:1][C:2]1[CH:7]=[C:6]([CH:8]([O:13][Si:27]([C:30]([CH3:33])([CH3:32])[CH3:31])([CH3:29])[CH3:28])[C:9]([F:11])([F:12])[F:10])[CH:5]=[CH:4][N:3]=1. The yield is 0.890. (5) The reactants are [C@@H:1]1(CO)[CH2:3][C@H:2]1[CH2:4][OH:5].[H-].[Na+].[C:10]([Si:14](C)(C)Cl)([CH3:13])([CH3:12])[CH3:11].C([O:20][CH2:21][CH3:22])C.[CH2:23]1COCC1. No catalyst specified. The product is [OH:5][CH2:4][C@@H:2]1[CH2:3][C@H:1]1[C:21]([CH3:22])([CH3:23])[O:20][SiH2:14][C:10]([CH3:13])([CH3:12])[CH3:11]. The yield is 0.650. (6) The reactants are C(O[CH:5]1[O:21][C@H:20]([CH2:22][O:23][CH2:24][C:25]2[CH:30]=[CH:29][CH:28]=[CH:27][CH:26]=2)[C@@:11]([CH:31]=[CH2:32])([O:12][CH2:13][C:14]2[CH:19]=[CH:18][CH:17]=[CH:16][CH:15]=2)[C@H:6]1[O:7][C:8](=[O:10])[CH3:9])(=O)C.[NH:33]1[CH:41]=[C:39]([CH3:40])[C:37](=[O:38])[NH:36][C:34]1=[O:35].C/C(/O[Si](C)(C)C)=N\[Si](C)(C)C.O([Si](C)(C)C)S(C(F)(F)F)(=O)=O. The catalyst is C(#N)C. The product is [C:8]([O:7][C@@H:6]1[C@:11]([CH:31]=[CH2:32])([O:12][CH2:13][C:14]2[CH:19]=[CH:18][CH:17]=[CH:16][CH:15]=2)[C@@H:20]([CH2:22][O:23][CH2:24][C:25]2[CH:26]=[CH:27][CH:28]=[CH:29][CH:30]=2)[O:21][C@H:5]1[N:33]1[CH:41]=[C:39]([CH3:40])[C:37](=[O:38])[NH:36][C:34]1=[O:35])(=[O:10])[CH3:9]. The yield is 0.830. (7) The reactants are [NH2:1][C:2]1[CH:34]=[CH:33][C:5]([C:6]([NH:8][C:9]23[CH2:15][C:13]([NH:16][C:17]4[N:22]=[C:21]([C:23]5[C:31]6[C:26](=[CH:27][CH:28]=[CH:29][CH:30]=6)[NH:25][CH:24]=5)[C:20]([Cl:32])=[CH:19][N:18]=4)([CH2:14]2)[CH2:12][CH2:11][CH2:10]3)=[O:7])=[CH:4][CH:3]=1.C[CH2:36][N:37]([CH:41]([CH3:43])C)[CH:38](C)C.BrC/C=[CH:47]/[C:48](Cl)=[O:49].C(Cl)Cl.CNC.C1COCC1. The catalyst is CN1C(=O)CCC1.C1COCC1. The product is [Cl:32][C:20]1[C:21]([C:23]2[C:31]3[C:26](=[CH:27][CH:28]=[CH:29][CH:30]=3)[NH:25][CH:24]=2)=[N:22][C:17]([NH:16][C:13]23[CH2:14][C:9]([NH:8][C:6](=[O:7])[C:5]4[CH:33]=[CH:34][C:2]([NH:1][C:48](=[O:49])/[CH:47]=[CH:43]/[CH2:41][N:37]([CH3:36])[CH3:38])=[CH:3][CH:4]=4)([CH2:15]2)[CH2:10][CH2:11][CH2:12]3)=[N:18][CH:19]=1. The yield is 0.440.